From a dataset of Catalyst prediction with 721,799 reactions and 888 catalyst types from USPTO. Predict which catalyst facilitates the given reaction. (1) Reactant: [N:1]1[C:8]([Cl:9])=[N:7][C:5](Cl)=[N:4][C:2]=1[Cl:3].CC(C)=O.C(=O)([O-])O.[Na+].[CH:19]([S:22]([C:25]1[CH:31]=[CH:30][CH:29]=[CH:28][C:26]=1[NH2:27])(=[O:24])=[O:23])([CH3:21])[CH3:20]. Product: [Cl:9][C:8]1[N:1]=[C:2]([Cl:3])[N:4]=[C:5]([NH:27][C:26]2[CH:28]=[CH:29][CH:30]=[CH:31][C:25]=2[S:22]([CH:19]([CH3:21])[CH3:20])(=[O:24])=[O:23])[N:7]=1. The catalyst class is: 6. (2) Reactant: [CH3:1]N(C(ON1N=NC2C=CC=NC1=2)=[N+](C)C)C.F[P-](F)(F)(F)(F)F.[C:25]([O:29][C:30]([NH:32][CH2:33][C:34]1([C:49]([OH:51])=O)[CH2:39][CH2:38][N:37]([C:40]2[C:41]3[CH:48]=[CH:47][NH:46][C:42]=3[N:43]=[CH:44][N:45]=2)[CH2:36][CH2:35]1)=[O:31])([CH3:28])([CH3:27])[CH3:26].CCN(C(C)C)C(C)C.N1[CH:66]=[CH:65][CH:64]=[C:63]([C:67]2[N:68]=C(N)S[CH:71]=2)[CH:62]=1. Product: [CH2:62]([C:63]1[CH:64]=[CH:65][CH:66]=[CH:71][C:67]=1[NH:68][C:49]([C:34]1([CH2:33][NH:32][C:30](=[O:31])[O:29][C:25]([CH3:27])([CH3:26])[CH3:28])[CH2:39][CH2:38][N:37]([C:40]2[C:41]3[CH:48]=[CH:47][NH:46][C:42]=3[N:43]=[CH:44][N:45]=2)[CH2:36][CH2:35]1)=[O:51])[CH3:1]. The catalyst class is: 474. (3) Reactant: [NH2:1][CH2:2][C:3]1[CH:4]=[C:5]([C:20]2[S:24][C:23]([C@@:25]3([OH:36])[CH2:30][CH2:29][C@H:28]([C:31]([OH:33])=[O:32])[C:27]([CH3:35])([CH3:34])[CH2:26]3)=[N:22][CH:21]=2)[CH:6]=[C:7]([NH:9][C:10]2[N:15]=[C:14]([C:16]([F:19])([F:18])[F:17])[CH:13]=[CH:12][N:11]=2)[CH:8]=1.[C:37]([OH:40])(=[O:39])[CH3:38].C(Cl)CCl.C1C=CC2N(O)N=[N:51][C:49]=2C=1.[CH2:55](N(CC)CC)C. Product: [C:37]([NH:1][CH2:2][C:3]1[CH:4]=[C:5]([C:20]2[S:24][C:23]([C@@:25]3([OH:36])[CH2:30][CH2:29][C@H:28]([C:31]([OH:33])=[O:32])[C:27]([CH3:34])([CH3:35])[CH2:26]3)=[N:22][CH:21]=2)[CH:6]=[C:7]([NH:9][C:10]2[N:15]=[C:14]([C:16]([F:18])([F:19])[F:17])[CH:13]=[CH:12][N:11]=2)[CH:8]=1)(=[O:39])[CH3:38].[C:37]([NH:51][CH2:49][C:7]1([NH:9][C:10]2[N:15]=[C:14]([C:16]([F:19])([F:17])[F:18])[CH:13]=[CH:12][N:11]=2)[CH:6]=[C:5]([C:20]2[S:24][C:23]([C@@:25]3([OH:36])[CH2:30][CH2:29][C@H:28]([C:31]([O:33][CH3:55])=[O:32])[C:27]([CH3:35])([CH3:34])[CH2:26]3)=[N:22][CH:21]=2)[CH:4]=[CH:3][CH2:8]1)(=[O:40])[CH3:38]. The catalyst class is: 1. (4) Reactant: [CH2:1]([O:4][C@H:5]1[C@H:9]([NH:10][C:11](=[O:26])[CH2:12][NH:13][C:14](=[O:25])[C:15]2[CH:20]=[CH:19][CH:18]=[C:17]([C:21]([F:24])([F:23])[F:22])[CH:16]=2)[CH2:8][N:7](C(OCC2C=CC=CC=2)=O)[CH2:6]1)[CH:2]=[CH2:3].[Si](I)(C)(C)C. Product: [CH2:1]([O:4][C@@H:5]1[CH2:6][NH:7][CH2:8][C@H:9]1[NH:10][C:11](=[O:26])[CH2:12][NH:13][C:14](=[O:25])[C:15]1[CH:20]=[CH:19][CH:18]=[C:17]([C:21]([F:23])([F:24])[F:22])[CH:16]=1)[CH:2]=[CH2:3]. The catalyst class is: 10. (5) Reactant: [C:1](=[O:4])([O-])[O-].[K+].[K+].CI.[C:9]([C:13]1[CH:18]=[CH:17][C:16](O)=[C:15]([CH3:20])[CH:14]=1)([CH3:12])([CH3:11])[CH3:10].CCCCCC. Product: [C:9]([C:13]1[CH:18]=[CH:17][C:16]([O:4][CH3:1])=[C:15]([CH3:20])[CH:14]=1)([CH3:12])([CH3:11])[CH3:10]. The catalyst class is: 9. (6) Reactant: FC(F)(F)C(O)=O.[CH2:8]([O:15][C:16]1[CH:17]=[C:18]([C:24]2[O:25][CH:26]=[C:27]([CH2:29][CH2:30][C:31]([C:33]3[CH:38]=[CH:37][CH:36]=[CH:35][C:34]=3[O:39]COC)=[O:32])[N:28]=2)[CH:19]=[CH:20][C:21]=1[O:22][CH3:23])[C:9]1[CH:14]=[CH:13][CH:12]=[CH:11][CH:10]=1.C(=O)(O)[O-].[Na+]. Product: [CH2:8]([O:15][C:16]1[CH:17]=[C:18]([C:24]2[O:25][CH:26]=[C:27]([CH2:29][CH2:30][C:31]([C:33]3[CH:38]=[CH:37][CH:36]=[CH:35][C:34]=3[OH:39])=[O:32])[N:28]=2)[CH:19]=[CH:20][C:21]=1[O:22][CH3:23])[C:9]1[CH:14]=[CH:13][CH:12]=[CH:11][CH:10]=1. The catalyst class is: 13. (7) Reactant: [BH4-].[Na+].[C:3]([O:7][C@@H:8]([C@H:10]1[CH2:14][O:13][C:12](=[O:15])[N:11]1[C:16]1[N:21]=[C:20]([Cl:22])[N:19]=[C:18]([C:23](OC)=[O:24])[CH:17]=1)[CH3:9])([CH3:6])([CH3:5])[CH3:4]. Product: [C:3]([O:7][C@@H:8]([C@H:10]1[CH2:14][O:13][C:12](=[O:15])[N:11]1[C:16]1[CH:17]=[C:18]([CH2:23][OH:24])[N:19]=[C:20]([Cl:22])[N:21]=1)[CH3:9])([CH3:4])([CH3:5])[CH3:6]. The catalyst class is: 5. (8) Reactant: [F:1][C:2]1[CH:7]=[C:6]([NH:8][CH2:9][C:10]2[CH:11]=[C:12]([C:16]3[C:21]([CH3:22])=[CH:20][C:19]([O:23]COC)=[CH:18][C:17]=3[CH3:27])[CH:13]=[CH:14][CH:15]=2)[CH:5]=[CH:4][C:3]=1[CH2:28][CH2:29][C:30]([OH:32])=[O:31].CS(O)(=O)=O. Product: [F:1][C:2]1[CH:7]=[C:6]([NH:8][CH2:9][C:10]2[CH:11]=[C:12]([C:16]3[C:17]([CH3:27])=[CH:18][C:19]([OH:23])=[CH:20][C:21]=3[CH3:22])[CH:13]=[CH:14][CH:15]=2)[CH:5]=[CH:4][C:3]=1[CH2:28][CH2:29][C:30]([OH:32])=[O:31]. The catalyst class is: 698.